Dataset: Full USPTO retrosynthesis dataset with 1.9M reactions from patents (1976-2016). Task: Predict the reactants needed to synthesize the given product. Given the product [Cl:1][C:2]1[N:7]=[N:6][C:5]([C:8]([NH2:12])=[O:10])=[CH:4][CH:3]=1, predict the reactants needed to synthesize it. The reactants are: [Cl:1][C:2]1[N:7]=[N:6][C:5]([C:8]([O:10]C)=O)=[CH:4][CH:3]=1.[NH3:12].